This data is from Full USPTO retrosynthesis dataset with 1.9M reactions from patents (1976-2016). The task is: Predict the reactants needed to synthesize the given product. (1) The reactants are: [Br:1]Br.[CH3:3][C:4]1[CH:9]=[CH:8][CH:7]=[C:6]([CH3:10])[C:5]=1[CH2:11][C:12]([OH:14])=[O:13]. Given the product [Br:1][C:7]1[C:6]([CH3:10])=[C:5]([CH2:11][C:12]([OH:14])=[O:13])[C:4]([CH3:3])=[CH:9][CH:8]=1, predict the reactants needed to synthesize it. (2) Given the product [CH2:1]([O:8][C:9](=[O:22])[NH:10][C@H:11]1[CH2:16][CH2:15][C@@H:14]([O:17][CH3:18])[C@H:13]([NH2:19])[CH2:12]1)[C:2]1[CH:7]=[CH:6][CH:5]=[CH:4][CH:3]=1, predict the reactants needed to synthesize it. The reactants are: [CH2:1]([O:8][C:9](=[O:22])[NH:10][C@H:11]1[CH2:16][CH2:15][C@@H:14]([O:17][CH3:18])[C@H:13]([N:19]=[N+]=[N-])[CH2:12]1)[C:2]1[CH:7]=[CH:6][CH:5]=[CH:4][CH:3]=1. (3) Given the product [CH3:22][N:10]1[CH:11]=[C:7]([C:1]2[CH:2]=[CH:3][CH:4]=[CH:5][CH:6]=2)[N:8]=[C:9]1[C@H:12]1[CH2:13][CH2:14][C@H:15]([C:18]([O:20][CH3:21])=[O:19])[CH2:16][CH2:17]1, predict the reactants needed to synthesize it. The reactants are: [C:1]1([C:7]2[N:8]=[C:9]([C@H:12]3[CH2:17][CH2:16][C@H:15]([C:18]([O:20][CH3:21])=[O:19])[CH2:14][CH2:13]3)[NH:10][CH:11]=2)[CH:6]=[CH:5][CH:4]=[CH:3][CH:2]=1.[C:22](=O)([O-])[O-].[K+].[K+].S(OC)(OC)(=O)=O. (4) Given the product [CH2:26]([N:28]1[CH2:32][CH2:31][CH2:30][C@H:29]1[CH2:33][CH2:34][NH:35][C:2]1[CH:7]=[CH:6][CH:5]=[CH:4][C:3]=1[S:8]([NH:11][C:12]1[C:21]([C:22]([OH:24])=[O:23])=[C:20]2[C:15]([CH:16]3[CH2:25][CH:17]3[CH2:18][O:19]2)=[CH:14][CH:13]=1)(=[O:10])=[O:9])[CH3:27], predict the reactants needed to synthesize it. The reactants are: F[C:2]1[CH:7]=[CH:6][CH:5]=[CH:4][C:3]=1[S:8]([NH:11][C:12]1[C:21]([C:22]([OH:24])=[O:23])=[C:20]2[C:15]([CH:16]3[CH2:25][CH:17]3[CH2:18][O:19]2)=[CH:14][CH:13]=1)(=[O:10])=[O:9].[CH2:26]([N:28]1[CH2:32][CH2:31][CH2:30][C@H:29]1[CH2:33][CH2:34][NH2:35])[CH3:27]. (5) The reactants are: [Cl:1][C:2]1[N:7]=[CH:6][C:5]([CH:8]=O)=[C:4]([NH:10][C:11]2[CH:16]=[CH:15][CH:14]=[CH:13][CH:12]=2)[CH:3]=1.[NH2:17][C:18]1[CH:19]=[CH:20][C:21]([CH3:29])=[C:22]([CH2:24][C:25]([O:27]C)=[O:26])[CH:23]=1.[C:30](=O)([O-])[O-].[K+].[K+]. Given the product [NH2:17][C:18]1[CH:19]=[CH:20][C:21]([CH3:29])=[C:22]([C:24]2[C:25](=[O:26])[N:10]([C:11]3[CH:16]=[CH:15][CH:14]=[CH:13][CH:12]=3)[C:4]3[C:5]([CH:8]=2)=[CH:6][N:7]=[C:2]([CH3:30])[CH:3]=3)[CH:23]=1.[NH2:17][C:18]1[CH:19]=[CH:20][C:21]([CH3:29])=[C:22]([C:24]2[C:25](=[O:27])[N:10]([C:11]3[CH:12]=[CH:13][CH:14]=[CH:15][CH:16]=3)[C:4]3[C:5]([CH:8]=2)=[CH:6][N:7]=[C:2]([Cl:1])[CH:3]=3)[CH:23]=1, predict the reactants needed to synthesize it.